Dataset: Full USPTO retrosynthesis dataset with 1.9M reactions from patents (1976-2016). Task: Predict the reactants needed to synthesize the given product. (1) Given the product [CH3:11][C:10]1([CH3:12])[CH2:9][CH2:8][CH2:7][C:6](=[O:13])[CH:5]1[CH2:1][CH2:2][CH:3]=[O:15], predict the reactants needed to synthesize it. The reactants are: [CH2:1]([CH:5]1[C:10]([CH3:12])([CH3:11])[CH2:9][CH2:8][CH2:7][C:6]1=[O:13])[CH2:2][CH:3]=C.I([O-])(=O)(=O)=[O:15].[Na+]. (2) Given the product [Br:1][C:2]1[CH:11]=[C:10]2[C:5]([CH:6]=[CH:7][N:8]=[C:9]2[O:14][CH3:13])=[CH:4][CH:3]=1, predict the reactants needed to synthesize it. The reactants are: [Br:1][C:2]1[CH:11]=[C:10]2[C:5]([CH:6]=[CH:7][N:8]=[C:9]2Cl)=[CH:4][CH:3]=1.[CH3:13][O-:14].[Na+]. (3) Given the product [Cl:1][CH2:2][C:3]([C:4]1[CH2:12][CH:11]([CH2:10][C:9]([OH:14])=[O:13])[O:6][N:5]=1)=[O:8], predict the reactants needed to synthesize it. The reactants are: [Cl:1][CH2:2][C:3](=[O:8])[C:4](Cl)=[N:5][OH:6].[C:9]([OH:14])(=[O:13])[CH2:10][CH:11]=[CH2:12].C(=O)(O)[O-].[Na+]. (4) Given the product [Cl:1][C:2]1[CH:7]=[CH:6][C:5]([C@H:8]2[N:15]3[C:11]([S:12][C:13]([C:19]([N:21]4[CH2:28][CH2:27][CH2:26][C@H:22]4[C:23]([N:44]4[CH2:43][C:42](=[O:47])[NH:41][C@H:40]5[CH2:39][N:38]([CH3:37])[CH2:46][C@H:45]45)=[O:24])=[O:20])=[C:14]3[CH:16]([CH3:18])[CH3:17])=[N:10][C@:9]2([C:30]2[CH:35]=[CH:34][C:33]([Cl:36])=[CH:32][CH:31]=2)[CH3:29])=[CH:4][CH:3]=1, predict the reactants needed to synthesize it. The reactants are: [Cl:1][C:2]1[CH:7]=[CH:6][C:5]([C@H:8]2[N:15]3[C:11]([S:12][C:13]([C:19]([N:21]4[CH2:28][CH2:27][CH2:26][C@H:22]4[C:23](O)=[O:24])=[O:20])=[C:14]3[CH:16]([CH3:18])[CH3:17])=[N:10][C@:9]2([C:30]2[CH:35]=[CH:34][C:33]([Cl:36])=[CH:32][CH:31]=2)[CH3:29])=[CH:4][CH:3]=1.[CH3:37][N:38]1[CH2:46][C@H:45]2[C@@H:40]([NH:41][C:42](=[O:47])[CH2:43][NH:44]2)[CH2:39]1. (5) Given the product [F:1][C:2]1[CH:23]=[CH:22][C:5]2[NH:6][C:7]([CH:9]3[O:14][CH2:13][CH2:12][NH:11][CH2:10]3)=[N:8][C:4]=2[CH:3]=1, predict the reactants needed to synthesize it. The reactants are: [F:1][C:2]1[CH:23]=[CH:22][C:5]2[NH:6][C:7]([CH:9]3[O:14][CH2:13][CH2:12][N:11](CC4C=CC=CC=4)[CH2:10]3)=[N:8][C:4]=2[CH:3]=1.Cl.C(Cl)Cl. (6) Given the product [Br:1][C:2]1[C:7]([Cl:8])=[N:6][CH:5]=[C:4]([S:9]([CH3:13])(=[O:11])=[O:10])[CH:3]=1, predict the reactants needed to synthesize it. The reactants are: [Br:1][C:2]1[CH:3]=[C:4]([S:9](Cl)(=[O:11])=[O:10])[CH:5]=[N:6][C:7]=1[Cl:8].[C:13]([O-])(O)=O.[Na+].S([O-])([O-])=O.[Na+].[Na+].IC. (7) The reactants are: [Cl:1][C:2]1[CH:7]=[C:6]([O:8][CH2:9][CH3:10])[CH:5]=[CH:4][N:3]=1.OS(O)(=O)=O.C1C(=O)N([Br:23])C(=O)C1. Given the product [Br:23][C:5]1[C:6]([O:8][CH2:9][CH3:10])=[CH:7][C:2]([Cl:1])=[N:3][CH:4]=1, predict the reactants needed to synthesize it.